From a dataset of NCI-60 drug combinations with 297,098 pairs across 59 cell lines. Regression. Given two drug SMILES strings and cell line genomic features, predict the synergy score measuring deviation from expected non-interaction effect. (1) Synergy scores: CSS=21.8, Synergy_ZIP=-1.34, Synergy_Bliss=4.09, Synergy_Loewe=4.78, Synergy_HSA=5.05. Cell line: NCI-H522. Drug 2: C1=CC=C(C(=C1)C(C2=CC=C(C=C2)Cl)C(Cl)Cl)Cl. Drug 1: CC(CN1CC(=O)NC(=O)C1)N2CC(=O)NC(=O)C2. (2) Synergy scores: CSS=0.499, Synergy_ZIP=2.24, Synergy_Bliss=0.514, Synergy_Loewe=-0.184, Synergy_HSA=-1.15. Drug 1: C1=CC(=CC=C1C#N)C(C2=CC=C(C=C2)C#N)N3C=NC=N3. Drug 2: C1C(C(OC1N2C=NC3=C2NC=NCC3O)CO)O. Cell line: OVCAR3. (3) Drug 1: CCC1(CC2CC(C3=C(CCN(C2)C1)C4=CC=CC=C4N3)(C5=C(C=C6C(=C5)C78CCN9C7C(C=CC9)(C(C(C8N6C)(C(=O)OC)O)OC(=O)C)CC)OC)C(=O)OC)O.OS(=O)(=O)O. Drug 2: CN(CC1=CN=C2C(=N1)C(=NC(=N2)N)N)C3=CC=C(C=C3)C(=O)NC(CCC(=O)O)C(=O)O. Cell line: HS 578T. Synergy scores: CSS=56.7, Synergy_ZIP=0.876, Synergy_Bliss=1.26, Synergy_Loewe=-1.84, Synergy_HSA=0.0501. (4) Drug 1: C1=CC(=C2C(=C1NCCNCCO)C(=O)C3=C(C=CC(=C3C2=O)O)O)NCCNCCO. Drug 2: C1CCC(C(C1)N)N.C(=O)(C(=O)[O-])[O-].[Pt+4]. Cell line: M14. Synergy scores: CSS=32.0, Synergy_ZIP=1.03, Synergy_Bliss=3.76, Synergy_Loewe=-26.3, Synergy_HSA=4.47.